This data is from hERG potassium channel inhibition data for cardiac toxicity prediction from Karim et al.. The task is: Regression/Classification. Given a drug SMILES string, predict its toxicity properties. Task type varies by dataset: regression for continuous values (e.g., LD50, hERG inhibition percentage) or binary classification for toxic/non-toxic outcomes (e.g., AMES mutagenicity, cardiotoxicity, hepatotoxicity). Dataset: herg_karim. (1) The result is 1 (blocker). The molecule is Cc1ccc2c(-c3nnc(SCCCN4CCc5cc6nc(CC7CC7)oc6cc5CC4)n3C)cccc2n1. (2) The compound is O=C(CNc1n[nH]c2ccc(C(F)(F)F)cc12)NC1CN([C@H]2CC[C@@H](c3cccnc3)CC2)C1. The result is 0 (non-blocker). (3) The compound is CC(Cc1ccccc1)NCCC(c1ccccc1)c1ccccc1. The result is 1 (blocker). (4) The molecule is CN(C)C(=O)C(c1ccc(-c2ccc3ncnn3c2)cc1)C(N)C(=O)N1CCC(F)C1. The result is 0 (non-blocker). (5) The drug is Fc1ccc(-n2cc(C3CC[N+]CC3)c3cc(Cl)ccc32)cc1. The result is 0 (non-blocker). (6) The result is 0 (non-blocker). The molecule is N#Cc1ccc(S(=O)(=O)NCCCN2CC3CN(CCc4ccccc4F)CC(C2)O3)cc1. (7) The drug is O=c1cc(NC2CCN(Cc3ccc4c(c3)OCO4)CC2)c2cc(Cl)ccc2n1Cc1ccncc1. The result is 1 (blocker). (8) The molecule is CN(C)CCCNC(=O)c1ccc(Cn2c(Cc3c(Cl)cccc3Cl)nc3ccccc32)cc1. The result is 1 (blocker). (9) The result is 1 (blocker). The molecule is COc1ccccc1N1CCC2CN(CCCSc3nnc(-c4cnccn4)n3C)CC21. (10) The drug is O=C1NCCN1CC[NH+]1CCC(c2cn(C3CCCCC3)c3ccc(Cl)cc23)CC1. The result is 0 (non-blocker).